Dataset: Full USPTO retrosynthesis dataset with 1.9M reactions from patents (1976-2016). Task: Predict the reactants needed to synthesize the given product. Given the product [CH3:16][C:11]1[N:10]([CH2:9][C:8]([C:5]2[N:6]=[CH:7][C:2]([C:24]3[CH:23]=[CH:22][C:21]([N:34]4[CH2:38][C@H:37]([CH2:39][N:40]5[CH:44]=[CH:43][N:42]=[N:41]5)[O:36][C:35]4=[O:45])=[CH:20][C:19]=3[F:18])=[CH:3][CH:4]=2)=[O:17])[C:14]([CH3:15])=[CH:13][N:12]=1, predict the reactants needed to synthesize it. The reactants are: Br[C:2]1[CH:3]=[CH:4][C:5]([C:8](=[O:17])[CH2:9][N:10]2[C:14]([CH3:15])=[CH:13][N:12]=[C:11]2[CH3:16])=[N:6][CH:7]=1.[F:18][C:19]1[CH:20]=[C:21]([N:34]2[CH2:38][C@H:37]([CH2:39][N:40]3[CH:44]=[CH:43][N:42]=[N:41]3)[O:36][C:35]2=[O:45])[CH:22]=[CH:23][C:24]=1B1OC(C)(C)C(C)(C)O1.C(=O)([O-])[O-].[Na+].[Na+].